The task is: Predict the product of the given reaction.. This data is from Forward reaction prediction with 1.9M reactions from USPTO patents (1976-2016). Given the reactants Cl.[CH3:2][CH:3]([O:5][C:6]1[CH:13]=[CH:12][C:11]([C:14]2[O:18][N:17]=[C:16]([C:19]3[CH:29]=[CH:28][C:22]4[CH2:23][CH2:24][NH:25][CH2:26][CH2:27][C:21]=4[CH:20]=3)[N:15]=2)=[CH:10][C:7]=1[C:8]#[N:9])[CH3:4].[C:30]([NH2:34])(=[O:33])[CH:31]=[CH2:32].C1CCN2C(=NCCC2)CC1, predict the reaction product. The product is: [C:8]([C:7]1[CH:10]=[C:11]([C:14]2[O:18][N:17]=[C:16]([C:19]3[CH:29]=[CH:28][C:22]4[CH2:23][CH2:24][N:25]([CH2:32][CH2:31][C:30]([NH2:34])=[O:33])[CH2:26][CH2:27][C:21]=4[CH:20]=3)[N:15]=2)[CH:12]=[CH:13][C:6]=1[O:5][CH:3]([CH3:2])[CH3:4])#[N:9].